From a dataset of Reaction yield outcomes from USPTO patents with 853,638 reactions. Predict the reaction yield, written as a fraction of the theoretical maximum amount of product (1.0 means a 100% yield; for example, 0.34 means a 34% yield). (1) The reactants are [F:1][B-:2]([F:5])([F:4])[F:3].[N:6]#[O+].[CH:8]([C:16]1[CH:21]=[CH:20][C:19]([NH2:22])=[CH:18][CH:17]=1)=[CH:9][C:10]1[CH:15]=[CH:14][CH:13]=[CH:12][CH:11]=1.CCOCC. The catalyst is C(#N)C. The product is [F:1][B-:2]([F:5])([F:4])[F:3].[CH:8]([C:16]1[CH:17]=[CH:18][C:19]([N+:22]#[N:6])=[CH:20][CH:21]=1)=[CH:9][C:10]1[CH:11]=[CH:12][CH:13]=[CH:14][CH:15]=1. The yield is 0.340. (2) The catalyst is C1COCC1. The yield is 0.940. The product is [CH:8]1([C:5]2[CH:6]=[CH:7][C:2]([CH:19]=[O:20])=[CH:3][CH:4]=2)[CH2:10][CH2:9]1. The reactants are Br[C:2]1[CH:7]=[CH:6][C:5]([CH:8]2[CH2:10][CH2:9]2)=[CH:4][CH:3]=1.[Li]CCCC.CN([CH:19]=[O:20])C.